This data is from NCI-60 drug combinations with 297,098 pairs across 59 cell lines. The task is: Regression. Given two drug SMILES strings and cell line genomic features, predict the synergy score measuring deviation from expected non-interaction effect. (1) Drug 1: COC1=C(C=C2C(=C1)N=CN=C2NC3=CC(=C(C=C3)F)Cl)OCCCN4CCOCC4. Cell line: A498. Synergy scores: CSS=34.6, Synergy_ZIP=-4.59, Synergy_Bliss=1.70, Synergy_Loewe=-3.46, Synergy_HSA=6.03. Drug 2: C1CC(C1)(C(=O)O)C(=O)O.[NH2-].[NH2-].[Pt+2]. (2) Drug 1: C1=NC2=C(N1)C(=S)N=C(N2)N. Drug 2: CC1C(C(CC(O1)OC2CC(OC(C2O)C)OC3=CC4=CC5=C(C(=O)C(C(C5)C(C(=O)C(C(C)O)O)OC)OC6CC(C(C(O6)C)O)OC7CC(C(C(O7)C)O)OC8CC(C(C(O8)C)O)(C)O)C(=C4C(=C3C)O)O)O)O. Cell line: K-562. Synergy scores: CSS=42.1, Synergy_ZIP=2.21, Synergy_Bliss=1.82, Synergy_Loewe=0.781, Synergy_HSA=1.63. (3) Drug 1: C1=CC=C(C(=C1)C(C2=CC=C(C=C2)Cl)C(Cl)Cl)Cl. Drug 2: CC1CCCC2(C(O2)CC(NC(=O)CC(C(C(=O)C(C1O)C)(C)C)O)C(=CC3=CSC(=N3)C)C)C. Cell line: K-562. Synergy scores: CSS=53.4, Synergy_ZIP=1.69, Synergy_Bliss=1.18, Synergy_Loewe=-20.0, Synergy_HSA=2.14. (4) Synergy scores: CSS=16.5, Synergy_ZIP=-7.17, Synergy_Bliss=-3.68, Synergy_Loewe=-2.46, Synergy_HSA=-0.0188. Drug 1: CC1C(C(CC(O1)OC2CC(CC3=C2C(=C4C(=C3O)C(=O)C5=C(C4=O)C(=CC=C5)OC)O)(C(=O)CO)O)N)O.Cl. Cell line: UACC-257. Drug 2: C1=CC(=C2C(=C1NCCNCCO)C(=O)C3=C(C=CC(=C3C2=O)O)O)NCCNCCO.